Dataset: Catalyst prediction with 721,799 reactions and 888 catalyst types from USPTO. Task: Predict which catalyst facilitates the given reaction. (1) Reactant: [CH3:1][O:2][C:3]1[CH:29]=[CH:28][C:6]2[NH:7][C:8](=[O:27])[N:9]([CH:12]3[CH2:17][CH2:16][N:15]([C:18]4[CH:23]=[CH:22][N:21]=[C:20]([C:24]([OH:26])=O)[CH:19]=4)[CH2:14][CH2:13]3)[CH2:10][CH2:11][C:5]=2[CH:4]=1.[NH:30]1[C:40]2[C:41]3[CH:32]([CH2:33][C:34](=[O:42])[NH:35][C:36]=3[CH:37]=[CH:38][CH:39]=2)[CH2:31]1.CN(C(ON1N=NC2C=CC=CC1=2)=[N+](C)C)C.[B-](F)(F)(F)F. Product: [CH3:1][O:2][C:3]1[CH:29]=[CH:28][C:6]2[NH:7][C:8](=[O:27])[N:9]([CH:12]3[CH2:17][CH2:16][N:15]([C:18]4[CH:23]=[CH:22][N:21]=[C:20]([C:24]([N:30]5[C:40]6[C:41]7[CH:32]([CH2:33][C:34](=[O:42])[NH:35][C:36]=7[CH:37]=[CH:38][CH:39]=6)[CH2:31]5)=[O:26])[CH:19]=4)[CH2:14][CH2:13]3)[CH2:10][CH2:11][C:5]=2[CH:4]=1. The catalyst class is: 3. (2) Reactant: [Br:1][C:2]1[CH:7]=[CH:6][C:5]([N:8]2[CH:12]=[CH:11][C:10]([NH:13][C:14](=[O:24])[CH2:15][C:16]3[CH:21]=[CH:20][C:19]([O:22][CH3:23])=[CH:18][CH:17]=3)=[C:9]2[C:25]([O:27]CC)=O)=[CH:4][CH:3]=1.CC(C)([O-])C.[K+]. Product: [Br:1][C:2]1[CH:3]=[CH:4][C:5]([N:8]2[C:9]3[C:25]([OH:27])=[C:15]([C:16]4[CH:21]=[CH:20][C:19]([O:22][CH3:23])=[CH:18][CH:17]=4)[C:14](=[O:24])[NH:13][C:10]=3[CH:11]=[CH:12]2)=[CH:6][CH:7]=1. The catalyst class is: 16. (3) Reactant: O[C:2]1[N:3]=[C:4]2[CH:12]=[C:11]([CH2:13][CH2:14][C:15]3[S:16][CH:17]=[C:18]([CH:20]([CH3:22])[CH3:21])[N:19]=3)[CH:10]=[CH:9][N:5]2[C:6](=[O:8])[CH:7]=1.C(N(CC)CC)C.C1(C)C=CC(S(Cl)(=O)=O)=CC=1.[NH:41]1[CH2:46][CH2:45][O:44][CH2:43][CH2:42]1. Product: [CH:20]([C:18]1[N:19]=[C:15]([CH2:14][CH2:13][C:11]2[CH:10]=[CH:9][N:5]3[C:6](=[O:8])[CH:7]=[C:2]([N:41]4[CH2:46][CH2:45][O:44][CH2:43][CH2:42]4)[N:3]=[C:4]3[CH:12]=2)[S:16][CH:17]=1)([CH3:22])[CH3:21]. The catalyst class is: 2. (4) Reactant: [NH2:1][C:2]1[S:3]/[C:4](=[CH:8]\[C:9]2[CH:10]=[C:11]3[C:16](=[CH:17][CH:18]=2)[N:15]=[CH:14][CH:13]=[C:12]3[O:19][CH:20]2[CH2:25][CH2:24][NH:23][CH2:22][CH2:21]2)/[C:5](=[O:7])[N:6]=1.[CH:26]([N:29]([CH:32]([CH3:34])C)[CH2:30][CH3:31])([CH3:28])C.[C:35](Cl)(=[O:37])[CH3:36].CN(C)C=[O:42]. Product: [C:35]([N:23]1[CH2:22][CH2:21][CH:20]([O:19][C:12]2[C:11]3[C:16](=[CH:17][CH:18]=[C:9](/[CH:8]=[C:4]4/[C:5](=[O:7])[N:6]=[C:2]([NH2:1])[S:3]/4)[CH:10]=3)[N:15]=[CH:14][CH:13]=2)[CH2:25][CH2:24]1)(=[O:37])[CH3:36].[C:32]([N:29]1[CH2:26][CH2:28][CH:20]([O:19][C:12]2[C:11]3[C:16](=[CH:17][CH:18]=[C:9](/[CH:8]=[C:4]4/[C:5](=[O:7])[N:6]=[C:2]([NH:1][C:35](=[O:37])[CH3:36])[S:3]/4)[CH:10]=3)[N:15]=[CH:14][CH:13]=2)[CH2:31][CH2:30]1)(=[O:42])[CH3:34]. The catalyst class is: 4. (5) Reactant: [C:1]1([N:7]([C:25]2[CH:30]=[CH:29][CH:28]=[CH:27][CH:26]=2)[C:8]2[CH:13]=[CH:12][C:11]([CH:14]([C:19]3[CH:24]=[CH:23][CH:22]=[CH:21][CH:20]=3)[Si](C)(C)C)=[CH:10][CH:9]=2)[CH:6]=[CH:5][CH:4]=[CH:3][CH:2]=1.C([Li])CCC.[Br:36][C:37]1[CH:38]=[C:39]2[C:44](=[CH:45][CH:46]=1)[CH:43]=[C:42]([CH:47]=O)[CH:41]=[CH:40]2. Product: [Br:36][C:37]1[CH:38]=[C:39]2[C:44](=[CH:45][CH:46]=1)[CH:43]=[C:42](/[CH:47]=[C:14](/[C:11]1[CH:10]=[CH:9][C:8]([N:7]([C:25]3[CH:26]=[CH:27][CH:28]=[CH:29][CH:30]=3)[C:1]3[CH:6]=[CH:5][CH:4]=[CH:3][CH:2]=3)=[CH:13][CH:12]=1)\[C:19]1[CH:20]=[CH:21][CH:22]=[CH:23][CH:24]=1)[CH:41]=[CH:40]2. The catalyst class is: 7. (6) Product: [CH3:20][S:21]([N:10]1[C:11]2[C:7](=[CH:6][CH:5]=[C:4]([N+:1]([O-:3])=[O:2])[CH:12]=2)[CH2:8][CH2:9]1)(=[O:23])=[O:22]. The catalyst class is: 2. Reactant: [N+:1]([C:4]1[CH:12]=[C:11]2[C:7]([CH2:8][CH2:9][NH:10]2)=[CH:6][CH:5]=1)([O-:3])=[O:2].C(N(CC)CC)C.[CH3:20][S:21](Cl)(=[O:23])=[O:22].